This data is from Full USPTO retrosynthesis dataset with 1.9M reactions from patents (1976-2016). The task is: Predict the reactants needed to synthesize the given product. (1) The reactants are: I[C:2]1[C:10]2[C:5](=[N:6][CH:7]=[C:8]([C:11]3C=C[CH:14]=[CH:13][CH:12]=3)[CH:9]=2)[N:4]([S:17]([C:20]2[CH:25]=[CH:24][C:23]([CH3:26])=[CH:22][CH:21]=2)(=[O:19])=[O:18])[CH:3]=1.[C:27]([NH2:31])(=[O:30])[CH:28]=[CH2:29].C1(C)C=CC=CC=1P(C1C=CC=CC=1C)C1C=CC=CC=1C.[CH2:54]([N:56](CC)CC)C. Given the product [N:56]1[CH:54]=[CH:14][CH:13]=[CH:12][C:11]=1[C:8]1[CH:9]=[C:10]2[C:2]([CH:29]=[CH:28][C:27]([NH2:31])=[O:30])=[CH:3][N:4]([S:17]([C:20]3[CH:25]=[CH:24][C:23]([CH3:26])=[CH:22][CH:21]=3)(=[O:19])=[O:18])[C:5]2=[N:6][CH:7]=1, predict the reactants needed to synthesize it. (2) The reactants are: [F:1][C:2]1[C:3]([C:8]2[N:9]([CH2:13][C:14]3[N:19]=[CH:18][N:17]=[C:16]([NH:20][NH2:21])[C:15]=3[CH2:22][CH2:23][CH3:24])[CH:10]=[CH:11][N:12]=2)=[N:4][CH:5]=[CH:6][CH:7]=1.[C:25](OC(=O)C)(=O)[CH3:26].C([O-])(O)=O.[Na+]. Given the product [F:1][C:2]1[C:3]([C:8]2[N:9]([CH2:13][C:14]3[N:19]=[CH:18][N:17]4[C:25]([CH3:26])=[N:21][N:20]=[C:16]4[C:15]=3[CH2:22][CH2:23][CH3:24])[CH:10]=[CH:11][N:12]=2)=[N:4][CH:5]=[CH:6][CH:7]=1, predict the reactants needed to synthesize it. (3) Given the product [F:1][C:2]([F:12])([F:11])[C:3]1[CH:8]=[CH:7][CH:6]=[CH:5][C:4]=1[CH:18]([OH:19])[C:17]1[CH:20]=[CH:21][C:14]([F:13])=[CH:15][CH:16]=1, predict the reactants needed to synthesize it. The reactants are: [F:1][C:2]([F:12])([F:11])[C:3]1[CH:8]=[CH:7][CH:6]=[CH:5][C:4]=1[Mg]Br.[F:13][C:14]1[CH:21]=[CH:20][C:17]([CH:18]=[O:19])=[CH:16][CH:15]=1.FC(F)(F)C1C=C(Cl)C=CC=1C(O)C1C=CC=CC=1. (4) Given the product [CH2:12]1[C:11]2[C:16]3=[C:7]([CH:8]=[C:9]([C:17]([OH:19])=[O:18])[CH:10]=2)[CH2:6][CH2:5][C:4]2=[C:15]3[C:14](=[CH:1][C:2]([C:20]([OH:22])=[O:21])=[CH:3]2)[CH2:13]1, predict the reactants needed to synthesize it. The reactants are: [CH2:1]1[C:14]2[C:15]3=[C:16]4[C:11](=[CH:12][CH:13]=2)[CH:10]=[C:9]([C:17]([OH:19])=[O:18])[CH:8]=[C:7]4[CH:6]=[CH:5][CH:4]3[CH2:3][CH:2]1[C:20]([OH:22])=[O:21]. (5) The reactants are: [C:1]([C:4]1[CH:11]=[CH:10][CH:9]=[CH:8][C:5]=1[C:6]#[N:7])(=[O:3])[CH3:2].[CH3:12]COC(C)=O. Given the product [OH:3][C@@H:1]([C:4]1[CH:11]=[CH:10][CH:9]=[CH:8][C:5]=1[C:6]#[N:7])[CH3:2].[CH3:6][C:5]1[CH:4]2[C:1]([CH3:12])([CH3:2])[CH:10]([CH2:11]2)[CH2:9][CH:8]=1, predict the reactants needed to synthesize it.